This data is from Full USPTO retrosynthesis dataset with 1.9M reactions from patents (1976-2016). The task is: Predict the reactants needed to synthesize the given product. (1) Given the product [Br:12][C:2]1([Br:1])[C:10]2[C:5](=[N:6][CH:7]=[C:8]([Br:13])[CH:9]=2)[NH:4][C:3]1=[O:11], predict the reactants needed to synthesize it. The reactants are: [Br:1][C:2]1([Br:12])[C:10]2[C:5](=[N:6][CH:7]=[CH:8][CH:9]=2)[NH:4][C:3]1=[O:11].[Br:13]Br.C(=O)(O)[O-].[Na+]. (2) Given the product [Br:11][C:12]1[CH:13]=[CH:14][C:15]([O:21][CH2:22][O:23][CH3:24])=[C:16]([C:18](=[O:20])[CH2:19][C:9](=[O:28])[CH2:8][O:7][CH3:6])[CH:17]=1, predict the reactants needed to synthesize it. The reactants are: [H-].[Na+].C(O[C:6](=O)[O:7][CH2:8][CH3:9])C.[Br:11][C:12]1[CH:13]=[CH:14][C:15]([O:21][CH2:22][O:23][CH3:24])=[C:16]([C:18](=[O:20])[CH3:19])[CH:17]=1.C1C[O:28]CC1.